This data is from Forward reaction prediction with 1.9M reactions from USPTO patents (1976-2016). The task is: Predict the product of the given reaction. (1) Given the reactants [CH3:1][N:2]([CH3:20])[C:3]1[CH:8]=[CH:7][C:6]([N:9]=[N:10][C:11]2[CH:19]=[CH:18][C:14]([C:15]([OH:17])=O)=[CH:13][CH:12]=2)=[CH:5][CH:4]=1.[NH2:21][CH2:22][CH2:23][CH2:24][CH2:25][CH2:26][CH2:27][C:28]([O:30][CH3:31])=[O:29], predict the reaction product. The product is: [CH3:20][N:2]([CH3:1])[C:3]1[CH:4]=[CH:5][C:6]([N:9]=[N:10][C:11]2[CH:12]=[CH:13][C:14]([C:15]([NH:21][CH2:22][CH2:23][CH2:24][CH2:25][CH2:26][CH2:27][C:28]([O:30][CH3:31])=[O:29])=[O:17])=[CH:18][CH:19]=2)=[CH:7][CH:8]=1. (2) Given the reactants [OH:1][CH:2]([C:6]1[CH:11]=[CH:10][CH:9]=[C:8]([C:12]2[CH:13]=[C:14]3[C:20]([C:21]4[CH:26]=[CH:25][CH:24]=[CH:23][C:22]=4[O:27][CH3:28])=[N:19][N:18]([CH2:29][O:30][CH2:31][CH2:32][Si:33]([CH3:36])([CH3:35])[CH3:34])[C:15]3=[N:16][CH:17]=2)[CH:7]=1)[C:3]([OH:5])=O.[CH3:37][NH:38][CH3:39].C(N(C(C)C)CC)(C)C, predict the reaction product. The product is: [OH:1][CH:2]([C:6]1[CH:11]=[CH:10][CH:9]=[C:8]([C:12]2[CH:13]=[C:14]3[C:20]([C:21]4[CH:26]=[CH:25][CH:24]=[CH:23][C:22]=4[O:27][CH3:28])=[N:19][N:18]([CH2:29][O:30][CH2:31][CH2:32][Si:33]([CH3:35])([CH3:36])[CH3:34])[C:15]3=[N:16][CH:17]=2)[CH:7]=1)[C:3]([N:38]([CH3:39])[CH3:37])=[O:5]. (3) Given the reactants [CH3:1][O:2][C:3]1[CH:8]=[CH:7][C:6]([C:9]2[C:14]([NH2:15])=[CH:13][C:12]([N:16]3[CH2:21][CH2:20][O:19][CH2:18][CH2:17]3)=[CH:11][N:10]=2)=[CH:5][CH:4]=1.Cl[C:23]1[C:32]2[C:27](=[CH:28][C:29]([F:34])=[CH:30][C:31]=2[F:33])[N:26]=[C:25]([C:35]2[CH:40]=[C:39]([CH3:41])[CH:38]=[CH:37][N:36]=2)[C:24]=1[CH3:42].C1(P(C2CCCCC2)C2(C(C)C)CC(C(C)C)=CC(C(C)C)=C2C2C=CC=CC=2)CCCCC1.CC(C1C=C(C(C)C)C(C2C=CC=CC=2P(C2CCCCC2)C2CCCCC2)=C(C(C)C)C=1)C.CC(C)([O-])C.[Na+], predict the reaction product. The product is: [F:33][C:31]1[CH:30]=[C:29]([F:34])[CH:28]=[C:27]2[C:32]=1[C:23]([NH:15][C:14]1[C:9]([C:6]3[CH:7]=[CH:8][C:3]([O:2][CH3:1])=[CH:4][CH:5]=3)=[N:10][CH:11]=[C:12]([N:16]3[CH2:21][CH2:20][O:19][CH2:18][CH2:17]3)[CH:13]=1)=[C:24]([CH3:42])[C:25]([C:35]1[CH:40]=[C:39]([CH3:41])[CH:38]=[CH:37][N:36]=1)=[N:26]2. (4) Given the reactants OO.O[Li].O.C([C@@H]1COC(=O)N1[C:19](=[O:42])[C@H:20]([C@H:28]1[N:32]([C:33]([O:35][C:36]([CH3:39])([CH3:38])[CH3:37])=[O:34])[C:31]([CH3:41])([CH3:40])[CH2:30][CH2:29]1)[C:21]1[CH:26]=[CH:25][C:24]([Br:27])=[CH:23][CH:22]=1)C1C=CC=CC=1.[O-:43]S([O-])=O.[Na+].[Na+], predict the reaction product. The product is: [Br:27][C:24]1[CH:25]=[CH:26][C:21]([C@@H:20]([C@@H:28]2[CH2:29][CH2:30][C:31]([CH3:40])([CH3:41])[N:32]2[C:33]([O:35][C:36]([CH3:38])([CH3:39])[CH3:37])=[O:34])[C:19]([OH:43])=[O:42])=[CH:22][CH:23]=1. (5) The product is: [Br:12][C:13]1[CH:14]=[C:15]2[C:20](=[CH:21][CH:22]=1)[CH:18]([C:5]1[CH:6]=[CH:7][C:2]([F:1])=[CH:3][CH:4]=1)[O:17][CH2:16]2. Given the reactants [F:1][C:2]1[CH:7]=[CH:6][C:5](Br)=[CH:4][CH:3]=1.[Mg].II.[Br:12][C:13]1[CH:14]=[C:15]2[C:20](=[CH:21][CH:22]=1)[C:18](=O)[O:17][CH2:16]2.[BH4-].[Na+], predict the reaction product. (6) Given the reactants [H-].[Na+].[C:3]([O:7][C:8](=[O:29])[NH:9][C:10]1[S:11][C:12]([C:15]2[CH:20]=[CH:19][N:18]=[C:17]([NH:21][C:22]3[CH:23]=[C:24]([CH3:28])[CH:25]=[CH:26][CH:27]=3)[N:16]=2)=[CH:13][CH:14]=1)([CH3:6])([CH3:5])[CH3:4].[CH2:30]1COCC1, predict the reaction product. The product is: [C:3]([O:7][C:8](=[O:29])[N:9]([CH3:30])[C:10]1[S:11][C:12]([C:15]2[CH:20]=[CH:19][N:18]=[C:17]([NH:21][C:22]3[CH:23]=[C:24]([CH3:28])[CH:25]=[CH:26][CH:27]=3)[N:16]=2)=[CH:13][CH:14]=1)([CH3:6])([CH3:5])[CH3:4].